From a dataset of Catalyst prediction with 721,799 reactions and 888 catalyst types from USPTO. Predict which catalyst facilitates the given reaction. (1) Reactant: FC(F)(F)C([NH:5][C:6]1[C:15]2[C:10](=[CH:11][CH:12]=[C:13]([OH:17])[C:14]=2[F:16])[CH:9]=[CH:8][CH:7]=1)=O. Product: [NH2:5][C:6]1[CH:7]=[CH:8][CH:9]=[C:10]2[C:15]=1[C:14]([F:16])=[C:13]([OH:17])[CH:12]=[CH:11]2. The catalyst class is: 547. (2) Reactant: C(O[C:6]([N:8]1[CH2:13][CH2:12][N:11]([C:14]2[CH:19]=[CH:18][C:17]([CH:20]=[O:21])=[CH:16][CH:15]=2)[CH2:10][CH2:9]1)=O)(C)(C)C.[H-].[H-].[H-].[H-].[Li+].[Al+3]. Product: [CH3:6][N:8]1[CH2:13][CH2:12][N:11]([C:14]2[CH:19]=[CH:18][C:17]([CH2:20][OH:21])=[CH:16][CH:15]=2)[CH2:10][CH2:9]1. The catalyst class is: 1. (3) Reactant: [OH-].C([NH+](CC)CC)C.[C:9]([NH:12][CH:13]1[C:17](=[O:18])[CH2:16][N:15]([C:19]([O:21][CH2:22][C:23]2[CH:28]=[CH:27][CH:26]=[CH:25][CH:24]=2)=[O:20])[CH2:14]1)(=O)[CH3:10]. Product: [CH2:22]([O:21][C:19]([N:15]1[CH2:16][C:17]2[O:18][C:9]([CH3:10])=[N:12][C:13]=2[CH2:14]1)=[O:20])[C:23]1[CH:28]=[CH:27][CH:26]=[CH:25][CH:24]=1. The catalyst class is: 1. (4) Reactant: [CH2:1]([NH2:8])[C:2]1[CH:7]=[CH:6][CH:5]=[CH:4][CH:3]=1.C(N(C(C)C)CC)(C)C.Br[CH2:19][CH2:20][CH:21]1[O:25][CH2:24][CH2:23][O:22]1. Product: [CH2:1]([NH:8][CH2:19][CH2:20][CH:21]1[O:25][CH2:24][CH2:23][O:22]1)[C:2]1[CH:7]=[CH:6][CH:5]=[CH:4][CH:3]=1. The catalyst class is: 115.